Dataset: Full USPTO retrosynthesis dataset with 1.9M reactions from patents (1976-2016). Task: Predict the reactants needed to synthesize the given product. (1) Given the product [CH2:7]([O:14][C:15]([C:17]1[N:18]([S:30]([C:27]2[CH:28]=[CH:29][C:24]([CH3:23])=[CH:25][CH:26]=2)(=[O:32])=[O:31])[CH:19]=[C:20]([I:22])[CH:21]=1)=[O:16])[C:8]1[CH:9]=[CH:10][CH:11]=[CH:12][CH:13]=1, predict the reactants needed to synthesize it. The reactants are: CC(C)([O-])C.[K+].[CH2:7]([O:14][C:15]([C:17]1[NH:18][CH:19]=[C:20]([I:22])[CH:21]=1)=[O:16])[C:8]1[CH:13]=[CH:12][CH:11]=[CH:10][CH:9]=1.[CH3:23][C:24]1[CH:29]=[CH:28][C:27]([S:30](Cl)(=[O:32])=[O:31])=[CH:26][CH:25]=1. (2) Given the product [Cl:1][C:2]1[CH:3]=[N:4][C:5]2[N:6]([N:8]=[C:9]([C:11]([N:21]3[CH:20]([CH3:28])[CH2:19][C:18]4[C:23](=[CH:24][C:25]([O:26][CH3:27])=[C:16]([O:15][CH3:14])[CH:17]=4)[CH2:22]3)=[O:13])[CH:10]=2)[CH:7]=1, predict the reactants needed to synthesize it. The reactants are: [Cl:1][C:2]1[CH:3]=[N:4][C:5]2[N:6]([N:8]=[C:9]([C:11]([OH:13])=O)[CH:10]=2)[CH:7]=1.[CH3:14][O:15][C:16]1[CH:17]=[C:18]2[C:23](=[CH:24][C:25]=1[O:26][CH3:27])[CH2:22][NH:21][CH:20]([CH3:28])[CH2:19]2. (3) Given the product [Br:11][C:12]1[CH:21]=[CH:20][C:15]([C:16]([O:18][CH3:19])=[O:17])=[CH:14][C:13]=1[CH2:22][NH:4][CH2:3][CH2:1][OH:2], predict the reactants needed to synthesize it. The reactants are: [CH2:1]([CH2:3][NH2:4])[OH:2].C(=O)([O-])[O-].[K+].[K+].[Br:11][C:12]1[CH:21]=[CH:20][C:15]([C:16]([O:18][CH3:19])=[O:17])=[CH:14][C:13]=1[CH2:22]Br. (4) Given the product [F:3][C:4]1([F:14])[CH2:9][CH2:8][C:7]([O:20][CH3:21])([C:10]([O:12][CH3:22])=[O:11])[CH2:6][CH2:5]1, predict the reactants needed to synthesize it. The reactants are: [H-].[Na+].[F:3][C:4]1([F:14])[CH2:9][CH2:8][C:7](O)([C:10]([OH:12])=[O:11])[CH2:6][CH2:5]1.S([O:20][CH3:21])(OC)(=O)=O.[CH2:22]1COCC1.